This data is from Forward reaction prediction with 1.9M reactions from USPTO patents (1976-2016). The task is: Predict the product of the given reaction. (1) Given the reactants O=C1C2C(=CC=CC=2)C(=O)[N:3]1[CH:12]1[CH2:15][N:14]([C:16]([O:18][C:19]([CH3:22])([CH3:21])[CH3:20])=[O:17])[CH2:13]1, predict the reaction product. The product is: [NH2:3][CH:12]1[CH2:13][N:14]([C:16]([O:18][C:19]([CH3:22])([CH3:21])[CH3:20])=[O:17])[CH2:15]1. (2) Given the reactants [CH2:1]([N:8]=[N+:9]=[N-:10])[C:2]1[CH:7]=[CH:6][CH:5]=[CH:4][CH:3]=1.[C:11]1([C:17]#[C:18][C:19]2[CH:24]=[CH:23][CH:22]=[CH:21][CH:20]=2)[CH:16]=[CH:15][CH:14]=[CH:13][CH:12]=1, predict the reaction product. The product is: [CH2:1]([N:8]1[C:18]([C:19]2[CH:24]=[CH:23][CH:22]=[CH:21][CH:20]=2)=[C:17]([C:11]2[CH:16]=[CH:15][CH:14]=[CH:13][CH:12]=2)[N:10]=[N:9]1)[C:2]1[CH:7]=[CH:6][CH:5]=[CH:4][CH:3]=1.